From a dataset of Peptide-MHC class I binding affinity with 185,985 pairs from IEDB/IMGT. Regression. Given a peptide amino acid sequence and an MHC pseudo amino acid sequence, predict their binding affinity value. This is MHC class I binding data. (1) The peptide sequence is KLKSLYNTV. The MHC is HLA-B39:01 with pseudo-sequence HLA-B39:01. The binding affinity (normalized) is 0.0847. (2) The peptide sequence is YWDQVTFFY. The MHC is HLA-A26:01 with pseudo-sequence HLA-A26:01. The binding affinity (normalized) is 0.0847. (3) The binding affinity (normalized) is 0.213. The MHC is HLA-A66:01 with pseudo-sequence HLA-A66:01. The peptide sequence is AVEGGLYPV.